Dataset: Acute oral toxicity (LD50) regression data from Zhu et al.. Task: Regression/Classification. Given a drug SMILES string, predict its toxicity properties. Task type varies by dataset: regression for continuous values (e.g., LD50, hERG inhibition percentage) or binary classification for toxic/non-toxic outcomes (e.g., AMES mutagenicity, cardiotoxicity, hepatotoxicity). Dataset: ld50_zhu. (1) The drug is CCNc1nc(NC(C)C)nc(SC)n1. The rat oral LD50 is 2.65, given as -log10 of the dose in mol/kg body weight (higher means more acutely toxic). (2) The drug is COP(=S)(Cl)Cl. The rat oral LD50 is 2.88, given as -log10 of the dose in mol/kg body weight (higher means more acutely toxic).